Dataset: Cav3 T-type calcium channel HTS with 100,875 compounds. Task: Binary Classification. Given a drug SMILES string, predict its activity (active/inactive) in a high-throughput screening assay against a specified biological target. (1) The drug is S(=O)(=O)(N(CC(=O)N1CCN(CC1)CCC)c1ccc(C(C)C)cc1)c1c(n(nc1C)C)C. The result is 0 (inactive). (2) The drug is S1C=2N(CN(C1)Cc1ccccc1)C(=O)CC(C2C#N)c1cc2OCOc2cc1. The result is 0 (inactive). (3) The drug is O=NN(CC(N(N=O)CCc1ccccc1)CCCC)C(Cc1ccccc1)CN(N=O)C. The result is 0 (inactive). (4) The compound is S(=O)(=O)(N1CCN(CC1)C(OCC)=O)c1ccc(OCC(OC)=O)cc1. The result is 0 (inactive). (5) The molecule is s1c(nc2c1cccc2)c1nc(sc1)NC(=O)C1Oc2c(OC1)cccc2. The result is 0 (inactive). (6) The compound is O=C(N1CCCc2c1cccc2)c1ccc(OC)cc1. The result is 0 (inactive). (7) The molecule is n1(nc(cc1N)C)c1cc2c(cc1)cccc2. The result is 0 (inactive).